Dataset: Full USPTO retrosynthesis dataset with 1.9M reactions from patents (1976-2016). Task: Predict the reactants needed to synthesize the given product. (1) Given the product [O:1]=[C:2]1[C@H:8]([CH2:9][C:10]([OH:12])=[O:11])[CH2:7][C:6]2[CH:14]=[CH:15][C:16]([O:18][CH2:19][CH2:20][CH2:21][N:22]([C:30]3[CH:35]=[CH:34][CH:33]=[CH:32][N:31]=3)[C:23]([O:25][C:26]([CH3:29])([CH3:28])[CH3:27])=[O:24])=[CH:17][C:5]=2[CH2:4][N:3]1[CH2:36][C:37]1[CH:42]=[CH:41][C:40]([C:43]([F:46])([F:44])[F:45])=[CH:39][CH:38]=1, predict the reactants needed to synthesize it. The reactants are: [O:1]=[C:2]1[C@H:8]([CH2:9][C:10]([O:12]C)=[O:11])[CH2:7][C:6]2[CH:14]=[CH:15][C:16]([O:18][CH2:19][CH2:20][CH2:21][N:22]([C:30]3[CH:35]=[CH:34][CH:33]=[CH:32][N:31]=3)[C:23]([O:25][C:26]([CH3:29])([CH3:28])[CH3:27])=[O:24])=[CH:17][C:5]=2[CH2:4][N:3]1[CH2:36][C:37]1[CH:42]=[CH:41][C:40]([C:43]([F:46])([F:45])[F:44])=[CH:39][CH:38]=1.O=C1C(CC(OC)=O)CC2C=CC(OCCCN(C3C=CC=CN=3)C(OC(C)(C)C)=O)=CC=2CN1CC1C=CC(C(F)(F)F)=CC=1. (2) The reactants are: Cl.[F:2][C:3]1[CH:4]=[CH:5][C:6]2[O:10][N:9]=[C:8]([N:11]3[CH2:16][CH2:15][NH:14][CH2:13][CH2:12]3)[C:7]=2[CH:17]=1.[C:18]([O:22][C:23](=[O:34])[NH:24][C@H:25]1[CH2:30][CH2:29][C@H:28]([CH2:31][CH:32]=O)[CH2:27][CH2:26]1)([CH3:21])([CH3:20])[CH3:19]. Given the product [C:18]([O:22][C:23](=[O:34])[NH:24][C@H:25]1[CH2:26][CH2:27][C@H:28]([CH2:31][CH2:32][N:14]2[CH2:13][CH2:12][N:11]([C:8]3[C:7]4[CH:17]=[C:3]([F:2])[CH:4]=[CH:5][C:6]=4[O:10][N:9]=3)[CH2:16][CH2:15]2)[CH2:29][CH2:30]1)([CH3:21])([CH3:20])[CH3:19], predict the reactants needed to synthesize it. (3) Given the product [Br:1][C:2]1[CH:7]=[CH:6][N:5]2[C:8](=[O:14])[N:9]([CH2:11][O:12][CH3:13])[N:10]=[C:4]2[C:3]=1[C:20]1[CH:21]=[CH:22][C:17]([Cl:16])=[CH:18][CH:19]=1, predict the reactants needed to synthesize it. The reactants are: [Br:1][C:2]1[CH:7]=[CH:6][N:5]2[C:8](=[O:14])[N:9]([CH2:11][O:12][CH3:13])[N:10]=[C:4]2[C:3]=1I.[Cl:16][C:17]1[CH:22]=[CH:21][C:20](B(O)O)=[CH:19][CH:18]=1.C([O-])([O-])=O.[K+].[K+]. (4) The reactants are: CS(C)=O.[CH3:5][CH:6]1[CH2:11][NH:10][CH2:9][CH2:8][NH:7]1.[CH:12]1([N:15]2[C:24]3[C:19](=[CH:20][C:21]([F:28])=[C:22](F)[C:23]=3[O:25][CH3:26])[C:18](=[O:29])[C:17]([C:30]([OH:32])=[O:31])=[CH:16]2)[CH2:14][CH2:13]1. Given the product [CH3:5][CH:6]1[NH:7][CH2:8][CH2:9][N:10]([C:22]2[C:23]([O:25][CH3:26])=[C:24]3[N:15]([CH:12]4[CH2:13][CH2:14]4)[CH:16]=[C:17]([C:30]([OH:32])=[O:31])[C:18](=[O:29])[C:19]3=[CH:20][C:21]=2[F:28])[CH2:11]1, predict the reactants needed to synthesize it. (5) Given the product [CH2:24]([O:28][CH2:29][CH2:30][O:31][C:32]1[CH:33]=[CH:34][C:35]([C:2]2[CH:3]=[CH:4][C:5]([N:15]([CH3:23])[CH2:16][C:17]3[CH:18]=[N:19][N:20]([CH3:22])[CH:21]=3)=[C:6](/[CH:8]=[CH:9]/[C:10]([O:12][CH2:13][CH3:14])=[O:11])[CH:7]=2)=[CH:36][CH:37]=1)[CH2:25][CH2:26][CH3:27], predict the reactants needed to synthesize it. The reactants are: Br[C:2]1[CH:3]=[CH:4][C:5]([N:15]([CH3:23])[CH2:16][C:17]2[CH:18]=[N:19][N:20]([CH3:22])[CH:21]=2)=[C:6](/[CH:8]=[CH:9]/[C:10]([O:12][CH2:13][CH3:14])=[O:11])[CH:7]=1.[CH2:24]([O:28][CH2:29][CH2:30][O:31][C:32]1[CH:37]=[CH:36][C:35](OB(O)O)=[CH:34][CH:33]=1)[CH2:25][CH2:26][CH3:27].C(=O)([O-])[O-].[K+].[K+]. (6) Given the product [ClH:26].[CH:14]12[CH2:16][CH:7]([CH2:6][NH:5][CH2:15]1)[C:8]1[CH:9]=[CH:10][C:11]([OH:17])=[CH:12][C:13]2=1, predict the reactants needed to synthesize it. The reactants are: FC(F)(F)C([N:5]1[CH2:15][CH:14]2[CH2:16][CH:7]([C:8]3[CH:9]=[CH:10][C:11]([OH:17])=[CH:12][C:13]=32)[CH2:6]1)=O.C([O-])([O-])=O.[Na+].[Na+].[ClH:26].CCOC(C)=O.